Dataset: Full USPTO retrosynthesis dataset with 1.9M reactions from patents (1976-2016). Task: Predict the reactants needed to synthesize the given product. (1) Given the product [F:8][C:9]([F:22])([F:21])[S:10]([O:7][C:4]1[CH:5]=[CH:6][N:2]([CH3:1])[N:3]=1)(=[O:12])=[O:11], predict the reactants needed to synthesize it. The reactants are: [CH3:1][N:2]1[CH:6]=[CH:5][C:4]([OH:7])=[N:3]1.[F:8][C:9]([F:22])([F:21])[S:10](O[S:10]([C:9]([F:22])([F:21])[F:8])(=[O:12])=[O:11])(=[O:12])=[O:11]. (2) Given the product [CH3:1][N:2]1[CH:6]=[CH:5][C:4]([NH:7][C:8]([C:10]2[C:15]([NH:16][C:17]3[CH:18]=[N:19][CH:20]=[C:21]([C:31]([F:34])([F:33])[F:32])[CH:22]=3)=[CH:14][CH:13]=[C:12]([CH3:23])[N:11]=2)=[O:9])=[N:3]1, predict the reactants needed to synthesize it. The reactants are: [CH3:1][N:2]1[CH:6]=[CH:5][C:4]([NH:7][C:8]([C:10]2[C:15]([NH:16][C:17]3[CH:18]=[N:19][CH:20]=[CH:21][CH:22]=3)=[CH:14][CH:13]=[C:12]([CH3:23])[N:11]=2)=[O:9])=[N:3]1.BrC1C=NC=C([C:31]([F:34])([F:33])[F:32])C=1.